The task is: Predict which catalyst facilitates the given reaction.. This data is from Catalyst prediction with 721,799 reactions and 888 catalyst types from USPTO. Reactant: [OH:1][CH2:2][P:3](=[O:10])([O:7][CH2:8][CH3:9])[O:4][CH2:5][CH3:6].[C:11](Cl)(=[O:20])[C:12]1[C:13]([O:18][CH3:19])=[CH:14][CH:15]=[CH:16][CH:17]=1.N1C=CC=CC=1. Product: [CH3:19][O:18][C:13]1[CH:14]=[CH:15][CH:16]=[CH:17][C:12]=1[C:11]([O:1][CH2:2][P:3]([O:7][CH2:8][CH3:9])([O:4][CH2:5][CH3:6])=[O:10])=[O:20]. The catalyst class is: 2.